From a dataset of Full USPTO retrosynthesis dataset with 1.9M reactions from patents (1976-2016). Predict the reactants needed to synthesize the given product. Given the product [C:9]([O:13][C:14]([NH:16][C@H:17]1[CH2:18][CH2:19][C@H:20]([N:23]([CH3:24])[S:2]([CH3:1])(=[O:4])=[O:3])[CH2:21][CH2:22]1)=[O:15])([CH3:12])([CH3:11])[CH3:10], predict the reactants needed to synthesize it. The reactants are: [CH3:1][S:2](Cl)(=[O:4])=[O:3].C(Cl)Cl.[C:9]([O:13][C:14]([NH:16][C@H:17]1[CH2:22][CH2:21][C@H:20]([NH:23][CH3:24])[CH2:19][CH2:18]1)=[O:15])([CH3:12])([CH3:11])[CH3:10].C(=O)([O-])O.[Na+].